Task: Predict which catalyst facilitates the given reaction.. Dataset: Catalyst prediction with 721,799 reactions and 888 catalyst types from USPTO (1) Reactant: [CH:1]1([CH2:7][N:8]2[CH:12]=[CH:11][C:10]([S:13]([CH2:16][CH:17]3[CH2:19][CH2:18]3)(=[O:15])=[O:14])=[C:9]2[CH3:20])[CH2:6][CH2:5][CH2:4][CH2:3][CH2:2]1.C1C(=O)N([Br:28])C(=O)C1. Product: [Br:28][C:12]1[N:8]([CH2:7][CH:1]2[CH2:2][CH2:3][CH2:4][CH2:5][CH2:6]2)[C:9]([CH3:20])=[C:10]([S:13]([CH2:16][CH:17]2[CH2:18][CH2:19]2)(=[O:15])=[O:14])[CH:11]=1. The catalyst class is: 1. (2) Reactant: [CH2:1]([CH2:3][NH2:4])[OH:2].[CH2:5]([O:9][CH2:10][CH2:11][CH2:12][CH2:13][CH2:14][CH2:15][CH2:16][CH2:17][CH2:18][CH2:19][CH2:20][CH2:21][CH2:22][CH2:23][CH2:24][CH3:25])[CH:6]1[O:8][CH2:7]1. Product: [OH:8][CH:6]([CH2:5][O:9][CH2:10][CH2:11][CH2:12][CH2:13][CH2:14][CH2:15][CH2:16][CH2:17][CH2:18][CH2:19][CH2:20][CH2:21][CH2:22][CH2:23][CH2:24][CH3:25])[CH2:7][NH:4][CH2:3][CH2:1][OH:2]. The catalyst class is: 8. (3) Reactant: [Cl:1][C:2]1[CH:7]=[C:6]([CH3:8])[CH:5]=[CH:4][N:3]=1.[Cl:9][C:10]1[S:14][C:13]([C:15](OCC)=[O:16])=[CH:12][CH:11]=1.C[Si]([N-][Si](C)(C)C)(C)C.[Li+]. Product: [Cl:9][C:10]1[S:14][C:13]([C:15](=[O:16])[CH2:8][C:6]2[CH:5]=[CH:4][N:3]=[C:2]([Cl:1])[CH:7]=2)=[CH:12][CH:11]=1. The catalyst class is: 1. (4) Reactant: [CH:1]12[CH2:10][CH:5]3[CH2:6][CH:7]([CH2:9][CH:3]([CH2:4]3)[CH:2]1[NH:11][C:12]([C:14]1([NH2:19])[CH2:18][CH2:17][CH2:16][CH2:15]1)=O)[CH2:8]2. Product: [CH:3]12[CH2:4][CH:5]3[CH2:6][CH:7]([CH2:8][CH:1]([CH2:10]3)[CH:2]1[NH:11][CH2:12][C:14]1([NH2:19])[CH2:18][CH2:17][CH2:16][CH2:15]1)[CH2:9]2. The catalyst class is: 1. (5) Reactant: [NH2:1][CH:2]([CH2:5][CH2:6][OH:7])[CH2:3][OH:4].C(N(CC)CC)C.[Cl:15][CH:16]([CH3:20])[C:17](Cl)=[O:18]. Product: [Cl:15][CH:16]([CH3:20])[C:17]([NH:1][CH:2]([CH2:5][CH2:6][OH:7])[CH2:3][OH:4])=[O:18]. The catalyst class is: 32. (6) Reactant: [C:1]12([O:10][C:9]3[CH:11]=[CH:12][CH:13]=[CH:14][C:8]=3[O:7]1)[CH2:6][CH2:5][CH2:4][CH2:3][CH2:2]2.[Li]CCCC.CCCCCC.CON(C)[C:29]([C@@H:31]1[CH2:36][CH2:35][CH2:34][N:33]([C:37]([O:39][C:40]([CH3:43])([CH3:42])[CH3:41])=[O:38])[CH2:32]1)=[O:30]. Product: [C:1]12([O:7][C:8]3[CH:14]=[CH:13][CH:12]=[C:11]([C:29]([C@@H:31]4[CH2:36][CH2:35][CH2:34][N:33]([C:37]([O:39][C:40]([CH3:43])([CH3:42])[CH3:41])=[O:38])[CH2:32]4)=[O:30])[C:9]=3[O:10]1)[CH2:6][CH2:5][CH2:4][CH2:3][CH2:2]2. The catalyst class is: 1. (7) Reactant: [N+:1]([C:4]1[CH:9]=[CH:8][CH:7]=[CH:6][C:5]=1[CH2:10][CH2:11][NH:12][CH:13]1[CH2:18][CH2:17][N:16]([C:19]([O:21][C:22]([CH3:25])([CH3:24])[CH3:23])=[O:20])[CH2:15][CH2:14]1)([O-])=O.[H][H]. Product: [NH2:1][C:4]1[CH:9]=[CH:8][CH:7]=[CH:6][C:5]=1[CH2:10][CH2:11][NH:12][CH:13]1[CH2:18][CH2:17][N:16]([C:19]([O:21][C:22]([CH3:25])([CH3:24])[CH3:23])=[O:20])[CH2:15][CH2:14]1. The catalyst class is: 63.